From a dataset of Full USPTO retrosynthesis dataset with 1.9M reactions from patents (1976-2016). Predict the reactants needed to synthesize the given product. (1) Given the product [CH:36]1([C:39]2[C:40]([NH:49][C@H:50]3[CH2:54][CH2:53][CH2:52][C@@H:51]3[NH:55][C:68]([C:63]3[C:62]([C:57]4[N:56]=[CH:61][CH:60]=[CH:59][N:58]=4)=[CH:67][CH:66]=[CH:65][N:64]=3)=[O:69])=[N:41][CH:42]=[C:43]([C:45]([F:47])([F:48])[F:46])[N:44]=2)[CH2:37][CH2:38]1, predict the reactants needed to synthesize it. The reactants are: C(OC1C=NC(C2C=CC=CC=2C(N[C@H]2CCC[C@@H]2NC2C=NC(C(F)(F)F)=CN=2)=O)=NC=1)C.Cl.[CH:36]1([C:39]2[C:40]([NH:49][C@H:50]3[CH2:54][CH2:53][CH2:52][C@@H:51]3[NH2:55])=[N:41][CH:42]=[C:43]([C:45]([F:48])([F:47])[F:46])[N:44]=2)[CH2:38][CH2:37]1.[N:56]1[CH:61]=[CH:60][CH:59]=[N:58][C:57]=1[C:62]1[C:63]([C:68](O)=[O:69])=[N:64][CH:65]=[CH:66][CH:67]=1. (2) Given the product [NH2:1][C:4]1[CH:12]=[CH:11][CH:10]=[C:9]2[C:5]=1[CH:6]=[C:7]([CH3:19])[N:8]2[CH2:13][C:14]([O:16][CH2:17][CH3:18])=[O:15], predict the reactants needed to synthesize it. The reactants are: [N+:1]([C:4]1[CH:12]=[CH:11][CH:10]=[C:9]2[C:5]=1[CH:6]=[C:7]([CH3:19])[N:8]2[CH2:13][C:14]([O:16][CH2:17][CH3:18])=[O:15])([O-])=O.[H][H].